From a dataset of Full USPTO retrosynthesis dataset with 1.9M reactions from patents (1976-2016). Predict the reactants needed to synthesize the given product. (1) Given the product [CH2:1]([N:8]1[CH:13]=[CH:12][CH:11]=[C:10]([OH:14])[C:9]1=[O:22])[C:2]1[CH:3]=[CH:4][CH:5]=[CH:6][CH:7]=1, predict the reactants needed to synthesize it. The reactants are: [CH2:1]([N:8]1[CH:13]=[CH:12][CH:11]=[C:10]([O:14]CC2C=CC=CC=2)[C:9]1=[O:22])[C:2]1[CH:7]=[CH:6][CH:5]=[CH:4][CH:3]=1.[H][H]. (2) Given the product [F:20][C:21]1[CH:22]=[C:23]([C:24]([N:3]2[CH2:8][CH2:7][CH2:6][CH:5]([C:9]3[N:13]=[C:12]([C:14]4[CH:19]=[CH:18][N:17]=[CH:16][CH:15]=4)[O:11][N:10]=3)[CH2:4]2)=[O:25])[CH:27]=[CH:28][C:29]=1[F:30], predict the reactants needed to synthesize it. The reactants are: Cl.Cl.[NH:3]1[CH2:8][CH2:7][CH2:6][CH:5]([C:9]2[N:13]=[C:12]([C:14]3[CH:19]=[CH:18][N:17]=[CH:16][CH:15]=3)[O:11][N:10]=2)[CH2:4]1.[F:20][C:21]1[CH:22]=[C:23]([CH:27]=[CH:28][C:29]=1[F:30])[C:24](Cl)=[O:25]. (3) Given the product [C:43]([S:45][CH3:46])(=[S:44])[O:40][CH:38]([C:35]1[C:34]([O:41][CH3:42])=[N:33][C:32](/[C:13](/[C:10]2[CH:11]=[CH:12][C:7]([C:3]([CH3:4])([CH3:5])[CH3:6])=[CH:8][CH:9]=2)=[CH:14]/[C@H:15]2[CH2:16][CH2:17][C:18](=[O:31])[N:19]2[CH2:20][C:21]2[CH:26]=[CH:25][C:24]([O:27][CH3:28])=[CH:23][C:22]=2[O:29][CH3:30])=[CH:37][CH:36]=1)[CH3:39], predict the reactants needed to synthesize it. The reactants are: [H-].[Na+].[C:3]([C:7]1[CH:12]=[CH:11][C:10](/[C:13](/[C:32]2[CH:37]=[CH:36][C:35]([CH:38]([OH:40])[CH3:39])=[C:34]([O:41][CH3:42])[N:33]=2)=[CH:14]\[C@@H:15]2[N:19]([CH2:20][C:21]3[CH:26]=[CH:25][C:24]([O:27][CH3:28])=[CH:23][C:22]=3[O:29][CH3:30])[C:18](=[O:31])[CH2:17][CH2:16]2)=[CH:9][CH:8]=1)([CH3:6])([CH3:5])[CH3:4].[C:43](=[S:45])=[S:44].[CH3:46]I.